This data is from Forward reaction prediction with 1.9M reactions from USPTO patents (1976-2016). The task is: Predict the product of the given reaction. (1) Given the reactants [CH3:1][O:2][C:3]([C:5]1[S:9][N:8]=[C:7]([C:10]2[CH:15]=[CH:14][C:13]([Cl:16])=[CH:12][CH:11]=2)[C:6]=1N)=[O:4].N(OCCC(C)C)=O, predict the reaction product. The product is: [CH3:1][O:2][C:3]([C:5]1[S:9][N:8]=[C:7]([C:10]2[CH:15]=[CH:14][C:13]([Cl:16])=[CH:12][CH:11]=2)[CH:6]=1)=[O:4]. (2) Given the reactants [CH3:1][C:2]1[CH:7]=[C:6]([CH3:8])[N:5]=[C:4]([N:9]2[CH2:14][CH2:13][O:12][CH2:11][CH2:10]2)[N:3]=1.[Br:15]N1C(=O)CCC1=O, predict the reaction product. The product is: [Br:15][C:7]1[C:2]([CH3:1])=[N:3][C:4]([N:9]2[CH2:10][CH2:11][O:12][CH2:13][CH2:14]2)=[N:5][C:6]=1[CH3:8]. (3) Given the reactants [F:1][C:2]1([F:24])[CH2:7][CH2:6][CH:5]([CH2:8][NH:9][C:10]2[CH:15]=[CH:14][C:13]([NH:16][C:17](=[O:20])[O:18][CH3:19])=[CH:12][C:11]=2[N+:21]([O-])=O)[CH2:4][CH2:3]1.FSI, predict the reaction product. The product is: [NH2:21][C:11]1[CH:12]=[C:13]([NH:16][C:17](=[O:20])[O:18][CH3:19])[CH:14]=[CH:15][C:10]=1[NH:9][CH2:8][CH:5]1[CH2:6][CH2:7][C:2]([F:24])([F:1])[CH2:3][CH2:4]1. (4) Given the reactants C[O:2][CH:3](OC)[C:4]1[CH:5]=[CH:6][C:7]([CH2:11][CH3:12])=[C:8]([CH:10]=1)N.N([O-])=[O:16].[Na+].NC(N)=O, predict the reaction product. The product is: [CH2:11]([C:7]1[CH:6]=[CH:5][C:4]([CH:3]=[O:2])=[CH:10][C:8]=1[OH:16])[CH3:12]. (5) Given the reactants Cl.[NH:2]1[C:10]2[C:5](=[CH:6][CH:7]=[CH:8][CH:9]=2)[C:4]([CH2:11][CH2:12][NH:13][CH:14]2[C:22]3[C:17](=[CH:18][C:19]([C:23]([O:25][CH2:26][CH3:27])=[O:24])=[CH:20][CH:21]=3)[CH2:16][CH2:15]2)=[CH:3]1.[CH2:28]([N:30]=[C:31]=[O:32])[CH3:29].CCN(CC)CC, predict the reaction product. The product is: [CH2:28]([NH:30][C:31]([N:13]([CH2:12][CH2:11][C:4]1[C:5]2[C:10](=[CH:9][CH:8]=[CH:7][CH:6]=2)[NH:2][CH:3]=1)[CH:14]1[C:22]2[C:17](=[CH:18][C:19]([C:23]([O:25][CH2:26][CH3:27])=[O:24])=[CH:20][CH:21]=2)[CH2:16][CH2:15]1)=[O:32])[CH3:29]. (6) Given the reactants [Cl:1][C:2]1[CH:7]=[C:6]([F:8])[CH:5]=[CH:4][C:3]=1[C@H:9]1[CH2:14][C@@H:13]([C:15]2[O:19][NH:18][C:17](=[O:20])[CH:16]=2)[CH2:12][CH2:11][N:10]1C(OC)=O.C(O)(=O)C, predict the reaction product. The product is: [Cl:1][C:2]1[CH:7]=[C:6]([F:8])[CH:5]=[CH:4][C:3]=1[C@H:9]1[CH2:14][C@@H:13]([C:15]2[O:19][NH:18][C:17](=[O:20])[CH:16]=2)[CH2:12][CH2:11][NH:10]1. (7) Given the reactants N1C2C(=CC=CC=2)C(C2CCC(=O)CC2)=C1.O1[C:21]2([CH2:26][CH2:25][CH:24]([C:27]3[C:35]4[C:30](=[CH:31][CH:32]=[C:33]([O:36][CH3:37])[CH:34]=4)[NH:29][CH:28]=3)[CH2:23][CH2:22]2)[O:20]CC1, predict the reaction product. The product is: [CH3:37][O:36][C:33]1[CH:34]=[C:35]2[C:30](=[CH:31][CH:32]=1)[NH:29][CH:28]=[C:27]2[CH:24]1[CH2:25][CH2:26][C:21](=[O:20])[CH2:22][CH2:23]1. (8) Given the reactants [F:1][C:2]1[CH:7]=[CH:6][C:5]([N:8]2[C:16]3[C:11](=[CH:12][CH:13]=[C:14]([CH2:17][CH2:18][CH2:19][C:20]([OH:22])=O)[CH:15]=3)[CH:10]=[N:9]2)=[CH:4][CH:3]=1.C(Cl)(=O)C(Cl)=O.[Cl-].[Cl-].[Cl-].[Al+3], predict the reaction product. The product is: [F:1][C:2]1[CH:7]=[CH:6][C:5]([N:8]2[C:16]3[C:11](=[CH:12][C:13]4[C:20](=[O:22])[CH2:19][CH2:18][CH2:17][C:14]=4[CH:15]=3)[CH:10]=[N:9]2)=[CH:4][CH:3]=1. (9) Given the reactants [CH2:1]([O:8][CH2:9][N:10]1[C:18]2[C:17](Cl)=[N:16][CH:15]=[N:14][C:13]=2[C:12]([CH2:20][NH:21][C@@H:22]([C@H:25]([OH:29])[CH2:26][S:27][CH3:28])[CH2:23][OH:24])=[CH:11]1)[C:2]1[CH:7]=[CH:6][CH:5]=[CH:4][CH:3]=1.[NH3:30].CO, predict the reaction product. The product is: [NH2:30][C:17]1[C:18]2[N:10]([CH2:9][O:8][CH2:1][C:2]3[CH:7]=[CH:6][CH:5]=[CH:4][CH:3]=3)[CH:11]=[C:12]([CH2:20][NH:21][C@@H:22]([C@H:25]([OH:29])[CH2:26][S:27][CH3:28])[CH2:23][OH:24])[C:13]=2[N:14]=[CH:15][N:16]=1.